This data is from Catalyst prediction with 721,799 reactions and 888 catalyst types from USPTO. The task is: Predict which catalyst facilitates the given reaction. (1) The catalyst class is: 166. Reactant: [Br:1][C:2]1[CH:7]=[CH:6][C:5]([OH:8])=[CH:4][CH:3]=1.C(N(CC)CC)C.[C:16](Cl)(=[O:19])[CH2:17][CH3:18]. Product: [C:16]([O:8][C:5]1[CH:6]=[CH:7][C:2]([Br:1])=[CH:3][CH:4]=1)(=[O:19])[CH2:17][CH3:18]. (2) Reactant: [C:1]([O:5][C:6]([NH:8][C:9]1[CH:26]=[CH:25][C:12]([O:13][CH2:14][C:15]2[CH:24]=[CH:23][CH:22]=[CH:21][C:16]=2[C:17]([O:19][CH3:20])=[O:18])=[CH:11][C:10]=1[N+:27]([O-])=O)=[O:7])([CH3:4])([CH3:3])[CH3:2].[Cl-].[NH4+].CO. Product: [NH2:27][C:10]1[CH:11]=[C:12]([CH:25]=[CH:26][C:9]=1[NH:8][C:6]([O:5][C:1]([CH3:4])([CH3:3])[CH3:2])=[O:7])[O:13][CH2:14][C:15]1[CH:24]=[CH:23][CH:22]=[CH:21][C:16]=1[C:17]([O:19][CH3:20])=[O:18]. The catalyst class is: 150. (3) Reactant: [N+:1]([C:4]1[CH:12]=[C:11]2[C:7]([CH2:8][CH2:9][NH:10]2)=[CH:6][CH:5]=1)([O-:3])=[O:2].CCN(CC)CC.[C:20](O[C:20]([C:22]([F:25])([F:24])[F:23])=[O:21])([C:22]([F:25])([F:24])[F:23])=[O:21].O. Product: [F:23][C:22]([F:25])([F:24])[C:20]([N:10]1[C:11]2[C:7](=[CH:6][CH:5]=[C:4]([N+:1]([O-:3])=[O:2])[CH:12]=2)[CH2:8][CH2:9]1)=[O:21]. The catalyst class is: 2. (4) Reactant: [C:1]1([S:7]([N:10]2[C:18]3[C:13](=[CH:14][CH:15]=[CH:16][CH:17]=3)[CH:12]=[C:11]2[CH:19](OC(=O)C)[CH:20]=[CH2:21])(=[O:9])=[O:8])[CH:6]=[CH:5][CH:4]=[CH:3][CH:2]=1.[C:26]([O:29][C:30](=O)C)(=[O:28])[CH3:27].C(N(CC)CC)C.C1(P(C2C=CC=CC=2)C2C=CC=CC=2)C=CC=CC=1.[C]=O. Product: [C:1]1([S:7]([N:10]2[C:11]3[CH:19]=[CH:20][CH:21]=[C:30]([O:29][C:26](=[O:28])[CH3:27])[C:12]=3[C:13]3[C:18]2=[CH:17][CH:16]=[CH:15][CH:14]=3)(=[O:8])=[O:9])[CH:6]=[CH:5][CH:4]=[CH:3][CH:2]=1. The catalyst class is: 164. (5) Reactant: [C:1]([O:5][C:6]([NH:8][C@@H:9]([C@H:13]([C:17]1[CH:22]=[CH:21][C:20]([C:23]([F:26])([F:25])[F:24])=[CH:19][CH:18]=1)/[CH:14]=[CH:15]/[CH3:16])[C:10]([OH:12])=[O:11])=[O:7])([CH3:4])([CH3:3])[CH3:2].CO.[Si](C=[N+]=[N-])(C)(C)[CH3:30]. Product: [C:1]([O:5][C:6]([NH:8][C@@H:9]([C@H:13]([C:17]1[CH:22]=[CH:21][C:20]([C:23]([F:24])([F:25])[F:26])=[CH:19][CH:18]=1)/[CH:14]=[CH:15]/[CH3:16])[C:10]([O:12][CH3:30])=[O:11])=[O:7])([CH3:2])([CH3:3])[CH3:4]. The catalyst class is: 48. (6) Reactant: [I-].[CH2:2]([N+:6]1[N:10]=[C:9]([CH3:11])[S:8][C:7]=1[CH3:12])[CH2:3][CH2:4][CH3:5].C1CCN2C(=NCCC2)CC1.[Cl:24][C:25]1[CH:26]=[CH:27][C:28]([O:34][CH3:35])=[C:29]([N:31]=[C:32]=[O:33])[CH:30]=1. Product: [CH2:2]([N:6]1[N:10]=[C:9]([CH3:11])[S:8]/[C:7]/1=[CH:12]\[C:32]([NH:31][C:29]1[CH:30]=[C:25]([Cl:24])[CH:26]=[CH:27][C:28]=1[O:34][CH3:35])=[O:33])[CH2:3][CH2:4][CH3:5]. The catalyst class is: 6. (7) Reactant: [C:1]([C:5]1[C:14]2[O:13][CH:12]([CH:15]([CH3:17])[CH3:16])[C:11](=O)[NH:10][C:9]=2[CH:8]=[CH:7][CH:6]=1)([CH3:4])([CH3:3])[CH3:2].B.O1CCCC1.Cl.O. Product: [C:1]([C:5]1[C:14]2[O:13][CH:12]([CH:15]([CH3:17])[CH3:16])[CH2:11][NH:10][C:9]=2[CH:8]=[CH:7][CH:6]=1)([CH3:4])([CH3:3])[CH3:2]. The catalyst class is: 7. (8) Reactant: Br[CH2:2][C@H:3]([OH:14])[C@@H:4]([OH:13])[C@@H:5]([OH:12])[C@H:6]([OH:11])[C:7](OC)=[O:8]. Product: [C:7]1(=[O:8])[O:13][C@H:4]([C@H:3]([CH3:2])[OH:14])[C@@H:5]([OH:12])[C@@H:6]1[OH:11]. The catalyst class is: 19. (9) Reactant: C(O[C:5](=[O:33])[C:6]1[CH:11]=[CH:10][CH:9]=[C:8]([C:12]2[CH2:13][C:14](=[O:32])[NH:15][C:16]3[CH:22]=[C:21]([C:23]4[CH:28]=[CH:27]C=[C:25]([CH2:29][F:30])[CH:24]=4)[C:20](C)=[CH:19][C:17]=3[N:18]=2)[CH:7]=1)C=C.O.[NH2:35][NH2:36]. Product: [F:30][C:29]1[CH:27]=[CH:28][C:23]([C:21]2[CH:20]=[CH:19][C:17]3[N:18]=[C:12]([C:8]4[CH:7]=[C:6]([CH:11]=[CH:10][CH:9]=4)[C:5]([NH:35][NH2:36])=[O:33])[CH2:13][C:14](=[O:32])[NH:15][C:16]=3[CH:22]=2)=[CH:24][CH:25]=1. The catalyst class is: 24. (10) Reactant: [CH3:1][O:2][C:3](=[O:20])[C:4]1[CH:9]=[C:8](C=O)[CH:7]=[CH:6][C:5]=1[O:12][CH2:13][C:14]1[CH:19]=[CH:18][CH:17]=[CH:16][CH:15]=1.[CH:21]([O:26][CH3:27])([O:24][CH3:25])OC.C(N(CC)CC)C. Product: [CH3:1][O:2][C:3](=[O:20])[C:4]1[CH:9]=[C:8]([CH:21]([O:24][CH3:25])[O:26][CH3:27])[CH:7]=[CH:6][C:5]=1[O:12][CH2:13][C:14]1[CH:19]=[CH:18][CH:17]=[CH:16][CH:15]=1. The catalyst class is: 5.